From a dataset of Reaction yield outcomes from USPTO patents with 853,638 reactions. Predict the reaction yield, written as a fraction of the theoretical maximum amount of product (1.0 means a 100% yield; for example, 0.34 means a 34% yield). (1) The reactants are [CH3:1][N:2]1[CH:6]=[C:5]([C:7]2[NH:12][C:11](=O)[N:10]3[CH:14]=[CH:15][N:16]=[C:9]3[CH:8]=2)[CH:4]=[N:3]1.CCN(C(C)C)C(C)C.O=P(Cl)(Cl)[Cl:28].CO.CCN(C(C)C)C(C)C.CCOC(C)=O. The product is [Cl:28][C:11]1[N:10]2[CH:14]=[CH:15][N:16]=[C:9]2[CH:8]=[C:7]([C:5]2[CH:4]=[N:3][N:2]([CH3:1])[CH:6]=2)[N:12]=1. The catalyst is C(Cl)Cl. The yield is 0.540. (2) The catalyst is C1(C)C=CC=CC=1.C(OCC)(=O)C. The yield is 0.640. The reactants are C[Al](C)C.[CH3:5][C:6]1[N:7]=[CH:8][C:9]([NH2:12])=[N:10][CH:11]=1.[OH:13][C@H:14]([CH2:19][O:20][C@@H:21]([CH3:34])[CH2:22][O:23][Si:24]([CH:31]([CH3:33])[CH3:32])([CH:28]([CH3:30])[CH3:29])[CH:25]([CH3:27])[CH3:26])[C:15](OC)=[O:16].[C@H](O)(C([O-])=O)[C@@H](O)C([O-])=O.[Na+].[K+]. The product is [OH:13][C@@H:14]([CH2:19][O:20][C@H:21]([CH3:34])[CH2:22][O:23][Si:24]([CH:28]([CH3:30])[CH3:29])([CH:31]([CH3:33])[CH3:32])[CH:25]([CH3:26])[CH3:27])[C:15]([NH:12][C:9]1[CH:8]=[N:7][C:6]([CH3:5])=[CH:11][N:10]=1)=[O:16].